From a dataset of Reaction yield outcomes from USPTO patents with 853,638 reactions. Predict the reaction yield, written as a fraction of the theoretical maximum amount of product (1.0 means a 100% yield; for example, 0.34 means a 34% yield). (1) The reactants are [NH2:1][C:2]1[CH:7]=[CH:6][C:5]([C:8]2[C:13]3[C:14]([NH2:17])=[N:15][O:16][C:12]=3[CH:11]=[CH:10][CH:9]=2)=[CH:4][CH:3]=1.[N-:18]=[C:19]=[O:20].[Na+]. The catalyst is CC(O)=O.O. The product is [NH2:17][C:14]1[C:13]2[C:8]([C:5]3[CH:4]=[CH:3][C:2]([NH:1][C:19]([NH2:18])=[O:20])=[CH:7][CH:6]=3)=[CH:9][CH:10]=[CH:11][C:12]=2[O:16][N:15]=1. The yield is 0.650. (2) The reactants are [Cl:1][C:2]1[CH:3]=[C:4]([CH:26]=[CH:27][C:28]=1[F:29])[NH:5][C:6]1[C:15]2[C:10](=[CH:11][C:12]([O:24][CH3:25])=[CH:13][C:14]=2[O:16][CH2:17][C@H:18]2[NH:22][CH2:21][C@H:20]([OH:23])[CH2:19]2)[N:9]=[CH:8][N:7]=1.[C:30](O)(=[O:32])[CH3:31]. No catalyst specified. The product is [C:30]([N:22]1[C@H:18]([CH2:17][O:16][C:14]2[CH:13]=[C:12]([O:24][CH3:25])[CH:11]=[C:10]3[C:15]=2[C:6]([NH:5][C:4]2[CH:26]=[CH:27][C:28]([F:29])=[C:2]([Cl:1])[CH:3]=2)=[N:7][CH:8]=[N:9]3)[CH2:19][C@@H:20]([OH:23])[CH2:21]1)(=[O:32])[CH3:31]. The yield is 0.920. (3) The reactants are OS(O)(=O)=O.N[C:7]1[C:12]([CH3:13])=[CH:11][CH:10]=[CH:9][N:8]=1.[N+:14]([O-])([OH:16])=[O:15].[OH:18]S(O)(=O)=O.[N+]([O-])(O)=O. The catalyst is O. The product is [CH3:13][C:12]1[C:7]([OH:18])=[N:8][CH:9]=[C:10]([N+:14]([O-:16])=[O:15])[CH:11]=1. The yield is 0.750. (4) The reactants are [Cl:1][C:2]1[CH:3]=[C:4]([C:12]2[CH:13]=[C:14]([C:31]([NH2:33])=[O:32])[C:15]3[NH:16][C:17]4[CH:18]=[C:19]([N:25]5[CH2:30][CH2:29][O:28][CH2:27][CH2:26]5)[CH:20]=[CH:21][C:22]=4[C:23]=3[N:24]=2)[CH:5]=[CH:6][C:7]=1[O:8][CH2:9][CH2:10]Cl.[I-].[K+].C([O-])([O-])=O.[K+].[K+].[CH2:42]1[CH2:48][O:47][CH2:46][CH2:45][NH:44][CH2:43]1.Cl.C(O)(C(F)(F)F)=O.N. The product is [O:47]1[CH2:48][CH2:42][CH2:43][N:44]([CH2:10][CH2:9][O:8][C:7]2[CH:6]=[CH:5][C:4]([C:12]3[CH:13]=[C:14]([C:31]([NH2:33])=[O:32])[C:15]4[NH:16][C:17]5[CH:18]=[C:19]([N:25]6[CH2:30][CH2:29][O:28][CH2:27][CH2:26]6)[CH:20]=[CH:21][C:22]=5[C:23]=4[N:24]=3)=[CH:3][C:2]=2[Cl:1])[CH2:45][CH2:46]1. The yield is 0.710. The catalyst is CS(C)=O.CO.O. (5) The reactants are [CH2:1]([O:3][C:4]1[C:12]2[C:7](=[N:8][C:9]([C:19]3[O:20][CH:21]=[CH:22][CH:23]=3)=[C:10]([C:13]3[CH:18]=[CH:17][N:16]=[CH:15][N:14]=3)[CH:11]=2)[N:6](CC2C=CC(OC)=CC=2)[N:5]=1)[CH3:2].FC(F)(F)C(O)=O.C1(SC)C=CC=CC=1. No catalyst specified. The product is [CH2:1]([O:3][C:4]1[C:12]2[C:7](=[N:8][C:9]([C:19]3[O:20][CH:21]=[CH:22][CH:23]=3)=[C:10]([C:13]3[CH:18]=[CH:17][N:16]=[CH:15][N:14]=3)[CH:11]=2)[NH:6][N:5]=1)[CH3:2]. The yield is 0.270. (6) The reactants are [NH2:1][C:2]1[S:3][C:4]([C:14]2[CH:19]=[CH:18][N:17]=[C:16]([NH:20][C:21](=O)[O:22]C(C)(C)C)[N:15]=2)=[C:5]([C:7]2[CH:12]=[CH:11][CH:10]=[C:9]([CH3:13])[CH:8]=2)[N:6]=1.[C:28]1([CH2:34][C:35](Cl)=[O:36])[CH:33]=[CH:32][CH:31]=[CH:30][CH:29]=1.C(=O)([O-])O.[Na+]. The catalyst is CN(C)C(=O)C. The product is [CH3:13][C:9]1[CH:8]=[C:7]([C:5]2[N:6]=[C:2]([NH:1][C:35](=[O:36])[CH2:34][C:28]3[CH:33]=[CH:32][CH:31]=[CH:30][CH:29]=3)[S:3][C:4]=2[C:14]2[CH:19]=[CH:18][N:17]=[C:16]([NH:20][C:21](=[O:22])[CH2:5][C:7]3[CH:12]=[CH:11][CH:10]=[CH:9][CH:8]=3)[N:15]=2)[CH:12]=[CH:11][CH:10]=1. The yield is 0.130. (7) The reactants are [F:1][C:2]1[C:7]2[O:8][CH2:9][O:10][C:6]=2[CH:5]=[C:4]([CH:11]=[O:12])[CH:3]=1.[BH4-].[Na+]. The catalyst is CO. The product is [F:1][C:2]1[C:7]2[O:8][CH2:9][O:10][C:6]=2[CH:5]=[C:4]([CH2:11][OH:12])[CH:3]=1. The yield is 0.980.